This data is from NCI-60 drug combinations with 297,098 pairs across 59 cell lines. The task is: Regression. Given two drug SMILES strings and cell line genomic features, predict the synergy score measuring deviation from expected non-interaction effect. (1) Drug 1: CC1CCC2CC(C(=CC=CC=CC(CC(C(=O)C(C(C(=CC(C(=O)CC(OC(=O)C3CCCCN3C(=O)C(=O)C1(O2)O)C(C)CC4CCC(C(C4)OC)O)C)C)O)OC)C)C)C)OC. Drug 2: CC1=C(C(=CC=C1)Cl)NC(=O)C2=CN=C(S2)NC3=CC(=NC(=N3)C)N4CCN(CC4)CCO. Cell line: K-562. Synergy scores: CSS=65.5, Synergy_ZIP=10.3, Synergy_Bliss=8.36, Synergy_Loewe=-18.3, Synergy_HSA=6.73. (2) Drug 1: CC(C)CN1C=NC2=C1C3=CC=CC=C3N=C2N. Drug 2: COCCOC1=C(C=C2C(=C1)C(=NC=N2)NC3=CC=CC(=C3)C#C)OCCOC.Cl. Cell line: UACC62. Synergy scores: CSS=-1.09, Synergy_ZIP=1.09, Synergy_Bliss=1.08, Synergy_Loewe=-2.71, Synergy_HSA=-2.04.